Dataset: Forward reaction prediction with 1.9M reactions from USPTO patents (1976-2016). Task: Predict the product of the given reaction. (1) The product is: [OH:15][C:11]1[CH:10]=[C:9]2[C:14](=[CH:13][CH:12]=1)[C:5]([C:3]([O:2][CH3:1])=[O:4])=[CH:6][CH:7]=[C:8]2[I:22]. Given the reactants [CH3:1][O:2][C:3]([C:5]1[C:14]2[C:9](=[CH:10][C:11]([OH:15])=[CH:12][CH:13]=2)[C:8](N)=[CH:7][CH:6]=1)=[O:4].Cl.N([O-])=O.[Na+].[I-:22].[K+], predict the reaction product. (2) Given the reactants Br[C:2]1[CH:6]=[CH:5][N:4]([C:7]2[CH:8]=[CH:9][C:10]([CH3:19])=[C:11]([CH2:13][NH:14][C:15](=[O:18])[O:16][CH3:17])[CH:12]=2)[N:3]=1.[CH3:20][C:21]1[C:26](B(O)O)=[CH:25][CH:24]=[C:23]([CH3:30])[N:22]=1.C(=O)([O-])[O-].[K+].[K+].O, predict the reaction product. The product is: [CH3:20][C:21]1[C:26]([C:2]2[CH:6]=[CH:5][N:4]([C:7]3[CH:8]=[CH:9][C:10]([CH3:19])=[C:11]([CH2:13][NH:14][C:15](=[O:18])[O:16][CH3:17])[CH:12]=3)[N:3]=2)=[CH:25][CH:24]=[C:23]([CH3:30])[N:22]=1. (3) Given the reactants C1(C2N=C(C3C4CCCCC=4SC=3NC(N3CCC[C@@H]3C(O)=O)=O)ON=2)CC1.[CH3:29][C:30]1([CH3:38])[C:34](=O)[CH2:33][C:32]([CH3:37])([CH3:36])[O:31]1.[CH2:39]([O:41][C:42](=[O:46])[CH2:43][C:44]#[N:45])[CH3:40], predict the reaction product. The product is: [CH2:39]([O:41][C:42](=[O:46])/[C:43](/[C:44]#[N:45])=[C:34]1\[C:30]([CH3:38])([CH3:29])[O:31][C:32]([CH3:37])([CH3:36])[CH2:33]\1)[CH3:40]. (4) Given the reactants [Br:1][C:2]1[CH:7]=[CH:6][C:5](O)=[CH:4][CH:3]=1.[OH-:9].[Na+:10], predict the reaction product. The product is: [Br:1][C:2]1[CH:7]=[CH:6][CH:5]=[CH:4][C:3]=1[O-:9].[Na+:10]. (5) Given the reactants [NH2:1][C:2]1[CH:7]=[CH:6][C:5]([C:8]2[C:16]3[C:11](=[N:12][CH:13]=[N:14][C:15]=3[NH2:17])[N:10]([CH:18]3[CH2:23][CH2:22][CH:21]([N:24]4[CH2:29][CH2:28][N:27]([CH3:30])[CH2:26][CH2:25]4)[CH2:20][CH2:19]3)[N:9]=2)=[CH:4][C:3]=1[Cl:31].[Cl:32][C:33]1[CH:40]=[CH:39][CH:38]=[C:37]([F:41])[C:34]=1[CH:35]=O.[C:42]([OH:45])(=[O:44])[CH3:43].C(O[BH-](OC(=O)C)OC(=O)C)(=O)C.[Na+], predict the reaction product. The product is: [C:42]([OH:45])(=[O:44])[CH3:43].[Cl:31][C:3]1[CH:4]=[C:5]([C:8]2[C:16]3[C:11](=[N:12][CH:13]=[N:14][C:15]=3[NH2:17])[N:10]([C@H:18]3[CH2:23][CH2:22][C@H:21]([N:24]4[CH2:25][CH2:26][N:27]([CH3:30])[CH2:28][CH2:29]4)[CH2:20][CH2:19]3)[N:9]=2)[CH:6]=[CH:7][C:2]=1[NH:1][CH2:35][C:34]1[C:37]([F:41])=[CH:38][CH:39]=[CH:40][C:33]=1[Cl:32]. (6) Given the reactants [F:1][C:2]1[CH:7]=[C:6]([C:8]([F:11])([F:10])[F:9])[CH:5]=[CH:4][C:3]=1[NH:12][C:13]1[C:22]2[C:17](=[C:18]([N+:23]([O-])=O)C=[CH:20][CH:21]=2)[CH:16]=CN=1.[NH4+:26].[Cl-].[CH3:28][CH2:29]O.O, predict the reaction product. The product is: [F:1][C:2]1[CH:7]=[C:6]([C:8]([F:9])([F:10])[F:11])[CH:5]=[CH:4][C:3]=1[NH:12][C:13]1[C:22]2[CH:21]=[CH:20][N:26]=[C:18]([NH2:23])[C:17]=2[CH:16]=[CH:28][CH:29]=1. (7) The product is: [C:1]([N:4]1[C:13]2[C:8](=[CH:9][C:10]([C:14]3[CH:15]=[N:16][N:17]([CH2:19][CH2:20][N:21]([CH3:29])[C:22](=[O:28])[O:23][C:24]([CH3:25])([CH3:26])[CH3:27])[CH:18]=3)=[CH:11][CH:12]=2)[C@H:7]([NH:30][C:33]2[CH:38]=[CH:37][CH:36]=[CH:35][CH:34]=2)[CH2:6][C@@H:5]1[CH3:31])(=[O:3])[CH3:2]. Given the reactants [C:1]([N:4]1[C:13]2[C:8](=[CH:9][C:10]([C:14]3[CH:15]=[N:16][N:17]([CH2:19][CH2:20][N:21]([CH3:29])[C:22](=[O:28])[O:23][C:24]([CH3:27])([CH3:26])[CH3:25])[CH:18]=3)=[CH:11][CH:12]=2)[C@H:7]([NH2:30])[CH2:6][C@@H:5]1[CH3:31])(=[O:3])[CH3:2].I[C:33]1[CH:38]=[CH:37][CH:36]=[CH:35][CH:34]=1.C1(P(C2CCCCC2)C2C=CC=CC=2C2C(N(C)C)=CC=CC=2)CCCCC1.CC(C)([O-])C.[Na+], predict the reaction product. (8) Given the reactants [Br:1][C:2]1[CH:8]=[CH:7][C:5]([NH2:6])=[CH:4][CH:3]=1.[CH3:9][S:10](Cl)(=[O:12])=[O:11], predict the reaction product. The product is: [Br:1][C:2]1[CH:8]=[CH:7][C:5]([NH:6][S:10]([CH3:9])(=[O:12])=[O:11])=[CH:4][CH:3]=1. (9) The product is: [Br:16][C:11]1[C:2]([OH:1])=[C:3]([CH:8]=[C:9]([O:12][CH3:13])[CH:10]=1)[C:4]([O:6][CH3:7])=[O:5]. Given the reactants [OH:1][C:2]1[CH:11]=[CH:10][C:9]([O:12][CH3:13])=[CH:8][C:3]=1[C:4]([O:6][CH3:7])=[O:5].CO.[Br:16]Br, predict the reaction product.